This data is from Peptide-MHC class I binding affinity with 185,985 pairs from IEDB/IMGT. The task is: Regression. Given a peptide amino acid sequence and an MHC pseudo amino acid sequence, predict their binding affinity value. This is MHC class I binding data. The peptide sequence is TTINYTLWR. The MHC is HLA-A33:01 with pseudo-sequence HLA-A33:01. The binding affinity (normalized) is 0.492.